Dataset: Full USPTO retrosynthesis dataset with 1.9M reactions from patents (1976-2016). Task: Predict the reactants needed to synthesize the given product. (1) Given the product [CH3:23][C:17]([C:24]1[CH:29]=[CH:28][C:27]([C:30]2[CH:35]=[CH:34][C:33]([C:36](=[O:39])[NH:37][CH3:38])=[CH:32][CH:31]=2)=[CH:26][CH:25]=1)([CH3:16])[C:18]([OH:20])=[O:19], predict the reactants needed to synthesize it. The reactants are: BrC1C=CC(C(C)(C)C(OCC)=O)=CC=1.[CH3:16][C:17]([C:24]1[CH:29]=[CH:28][C:27]([C:30]2[CH:35]=[CH:34][C:33]([C:36](=[O:39])[NH:37][CH3:38])=[CH:32][CH:31]=2)=[CH:26][CH:25]=1)([CH3:23])[C:18]([O:20]CC)=[O:19].CO.[OH-].[Na+]. (2) Given the product [F:11][C:12]1[CH:13]=[C:14]2[C:20]([C:2]3[N:3]=[C:4]([S:10][CH3:40])[C:5]([F:9])=[CH:6][N:7]=3)=[CH:19][N:18]([S:30]([C:33]3[CH:38]=[CH:37][C:36]([CH3:39])=[CH:35][CH:34]=3)(=[O:31])=[O:32])[C:15]2=[N:16][CH:17]=1, predict the reactants needed to synthesize it. The reactants are: Cl[C:2]1[N:7]=[C:6](C)[C:5]([F:9])=[C:4]([SH:10])[N:3]=1.[F:11][C:12]1[CH:13]=[C:14]2[C:20](B3OC(C)(C)C(C)(C)O3)=[CH:19][N:18]([S:30]([C:33]3[CH:38]=[CH:37][C:36]([CH3:39])=[CH:35][CH:34]=3)(=[O:32])=[O:31])[C:15]2=[N:16][CH:17]=1.[C:40]([O-])([O-])=O.[Na+].[Na+]. (3) The reactants are: [Cs].Cl.[Cl:3][C:4]1[S:8][C:7]([C:9]([N:11]([CH2:22][C@@H:23]2[O:27][C:26](=[O:28])[N:25]([C:29]3[CH:34]=[CH:33][C:32]([N:35]4[CH2:40][CH2:39][O:38][CH2:37][C:36]4=[O:41])=[CH:31][CH:30]=3)[CH2:24]2)[CH:12]([C:19]([OH:21])=[O:20])[NH:13][CH2:14][CH2:15]CC=O)=[O:10])=[CH:6][CH:5]=1. Given the product [ClH:3].[Cl:3][C:4]1[S:8][C:7]([C:9]([N:11]([CH2:22][C@@H:23]2[O:27][C:26](=[O:28])[N:25]([C:29]3[CH:30]=[CH:31][C:32]([N:35]4[CH2:40][CH2:39][O:38][CH2:37][C:36]4=[O:41])=[CH:33][CH:34]=3)[CH2:24]2)[CH:12]([C:19]([OH:21])=[O:20])[NH:13][CH2:14][CH2:15][CH2:6][CH2:7][CH:9]=[O:10])=[O:10])=[CH:6][CH:5]=1, predict the reactants needed to synthesize it. (4) Given the product [Si:21]([O:20][C:9]1[CH:8]=[CH:7][C:6]2[C@@H:5]3[C@H:14]([C@H:15]4[C@@:2]([CH2:3][CH2:4]3)([CH3:1])[C:18](=[O:19])[CH2:17][CH2:16]4)[CH2:13][CH2:12][C:11]=2[CH:10]=1)([C:24]([CH3:27])([CH3:26])[CH3:25])([CH3:23])[CH3:22], predict the reactants needed to synthesize it. The reactants are: [CH3:1][C@@:2]12[C:18](=[O:19])[CH2:17][CH2:16][C@H:15]1[C@H:14]1[C@@H:5]([C:6]3[CH:7]=[CH:8][C:9]([OH:20])=[CH:10][C:11]=3[CH2:12][CH2:13]1)[CH2:4][CH2:3]2.[Si:21](Cl)([C:24]([CH3:27])([CH3:26])[CH3:25])([CH3:23])[CH3:22].N1C=CN=C1. (5) Given the product [Br:1][C:2]1[CH:7]=[CH:6][C:5]([S:8]([NH:15][CH2:14][CH2:12][OH:13])(=[O:10])=[O:9])=[CH:4][CH:3]=1, predict the reactants needed to synthesize it. The reactants are: [Br:1][C:2]1[CH:7]=[CH:6][C:5]([S:8](Cl)(=[O:10])=[O:9])=[CH:4][CH:3]=1.[CH2:12]([CH2:14][NH2:15])[OH:13]. (6) Given the product [Cl:1][C:2]1[CH:3]=[C:4]2[C:10]([CH:48]([C:36]3[N:37]([CH2:39][C:40]4[CH:41]=[CH:42][C:43]([O:46][CH3:47])=[CH:44][CH:45]=4)[N:38]=[C:34]([NH:33][CH2:32][C:31]4[CH:30]=[CH:29][C:28]([F:27])=[CH:51][CH:50]=4)[CH:35]=3)[OH:49])=[CH:9][N:8]([Si:12]([CH:19]([CH3:21])[CH3:20])([CH:16]([CH3:18])[CH3:17])[CH:13]([CH3:15])[CH3:14])[C:5]2=[N:6][CH:7]=1, predict the reactants needed to synthesize it. The reactants are: [Cl:1][C:2]1[CH:3]=[C:4]2[C:10](I)=[CH:9][N:8]([Si:12]([CH:19]([CH3:21])[CH3:20])([CH:16]([CH3:18])[CH3:17])[CH:13]([CH3:15])[CH3:14])[C:5]2=[N:6][CH:7]=1.C([Mg]Cl)(C)C.[F:27][C:28]1[CH:51]=[CH:50][C:31]([CH2:32][NH:33][C:34]2[CH:35]=[C:36]([CH:48]=[O:49])[N:37]([CH2:39][C:40]3[CH:45]=[CH:44][C:43]([O:46][CH3:47])=[CH:42][CH:41]=3)[N:38]=2)=[CH:30][CH:29]=1. (7) The reactants are: Cl[C:2]1[C:3]([F:21])=[CH:4][C:5]2[C:6]([CH:20]=1)=[N:7][C:8]1[N:9]([CH3:19])[CH:10]=[C:11]([C:16]([OH:18])=[O:17])[C:12](=[O:15])[C:13]=1[CH:14]=2.[CH2:22]([N:29]1[CH2:34][CH2:33][NH:32][CH2:31][CH2:30]1)[C:23]1[CH:28]=[CH:27][CH:26]=[CH:25][CH:24]=1. Given the product [F:21][C:3]1[C:2]([N:32]2[CH2:33][CH2:34][N:29]([CH2:22][C:23]3[CH:24]=[CH:25][CH:26]=[CH:27][CH:28]=3)[CH2:30][CH2:31]2)=[CH:20][C:6]2=[N:7][C:8]3[N:9]([CH3:19])[CH:10]=[C:11]([C:16]([OH:18])=[O:17])[C:12](=[O:15])[C:13]=3[CH:14]=[C:5]2[CH:4]=1, predict the reactants needed to synthesize it. (8) Given the product [C:25]([NH:29][S:30]([C:33]1[CH:34]=[CH:35][CH:36]=[C:37]([C:2]2[CH:7]=[C:6]([C:8]3[N:13]=[C:12]([C:14]4[CH:19]=[CH:18][C:17]([F:20])=[CH:16][CH:15]=4)[CH:11]=[C:10]([C:21]([F:24])([F:23])[F:22])[N:9]=3)[CH:5]=[CH:4][N:3]=2)[CH:38]=1)(=[O:32])=[O:31])([CH3:28])([CH3:26])[CH3:27], predict the reactants needed to synthesize it. The reactants are: Cl[C:2]1[CH:7]=[C:6]([C:8]2[N:13]=[C:12]([C:14]3[CH:19]=[CH:18][C:17]([F:20])=[CH:16][CH:15]=3)[CH:11]=[C:10]([C:21]([F:24])([F:23])[F:22])[N:9]=2)[CH:5]=[CH:4][N:3]=1.[C:25]([NH:29][S:30]([C:33]1[CH:34]=[C:35](B(O)O)[CH:36]=[CH:37][CH:38]=1)(=[O:32])=[O:31])([CH3:28])([CH3:27])[CH3:26].